The task is: Predict the reactants needed to synthesize the given product.. This data is from Full USPTO retrosynthesis dataset with 1.9M reactions from patents (1976-2016). Given the product [Cl:1][C:2]1[CH:7]=[CH:6][CH:5]=[CH:4][C:3]=1[S:9]([C@H:12]1[CH2:16][N:15]([C:36]([C:33]2([N:29]3[CH2:30][CH2:31][CH2:32][C:27]([CH3:39])([CH3:26])[CH2:28]3)[CH2:35][CH2:34]2)=[O:37])[C@H:14]([C:17]([NH:19][C:20]2([C:23]#[N:24])[CH2:22][CH2:21]2)=[O:18])[CH2:13]1)(=[O:11])=[O:10], predict the reactants needed to synthesize it. The reactants are: [Cl:1][C:2]1[CH:7]=[C:6](F)[CH:5]=[CH:4][C:3]=1[S:9]([C@H:12]1[CH2:16][NH:15][C@H:14]([C:17]([NH:19][C:20]2([C:23]#[N:24])[CH2:22][CH2:21]2)=[O:18])[CH2:13]1)(=[O:11])=[O:10].Cl.[CH3:26][C:27]1([CH3:39])[CH2:32][CH2:31][CH2:30][N:29]([C:33]2([C:36](O)=[O:37])[CH2:35][CH2:34]2)[CH2:28]1.